Dataset: Catalyst prediction with 721,799 reactions and 888 catalyst types from USPTO. Task: Predict which catalyst facilitates the given reaction. (1) Reactant: C(OC([N:8]([CH2:12][C:13]1[CH:20]=[CH:19][C:16]([CH2:17][NH2:18])=[CH:15][CH:14]=1)[CH:9]([CH3:11])[CH3:10])=O)(C)(C)C.B.CSC.C(OC(N(CC1C=CC(C#N)=CC=1)C(C)C)=O)(C)(C)C.OS([O-])(=O)=O.[K+].[OH-].[Na+]. Product: [CH:9]([NH:8][CH2:12][C:13]1[CH:14]=[CH:15][C:16]([C:17]#[N:18])=[CH:19][CH:20]=1)([CH3:11])[CH3:10]. The catalyst class is: 36. (2) Reactant: [C:1]([O:5][C:6](=[O:21])[NH:7][C:8]1[CH:13]=[C:12]([O:14][CH2:15][CH3:16])[C:11]([Cl:17])=[CH:10][C:9]=1[N+:18]([O-])=O)([CH3:4])([CH3:3])[CH3:2]. Product: [C:1]([O:5][C:6](=[O:21])[NH:7][C:8]1[CH:13]=[C:12]([O:14][CH2:15][CH3:16])[C:11]([Cl:17])=[CH:10][C:9]=1[NH2:18])([CH3:2])([CH3:3])[CH3:4]. The catalyst class is: 553. (3) Reactant: [C:1]([O:5][C:6]([N:8]1[C:16]2[C:11](=[CH:12][C:13]([CH:17]([C:19]3([CH2:31][CH2:32][CH3:33])[CH2:23][CH2:22][CH2:21][N:20]3[C:24]([O:26][C:27]([CH3:30])([CH3:29])[CH3:28])=[O:25])[OH:18])=[CH:14][CH:15]=2)[CH:10]=[CH:9]1)=[O:7])([CH3:4])([CH3:3])[CH3:2]. Product: [C:1]([O:5][C:6]([N:8]1[C:16]2[C:11](=[CH:12][C:13]([C:17]([C:19]3([CH2:31][CH2:32][CH3:33])[CH2:23][CH2:22][CH2:21][N:20]3[C:24]([O:26][C:27]([CH3:30])([CH3:29])[CH3:28])=[O:25])=[O:18])=[CH:14][CH:15]=2)[CH:10]=[CH:9]1)=[O:7])([CH3:4])([CH3:3])[CH3:2]. The catalyst class is: 2. (4) Reactant: C(OC(=O)[NH:7][C:8]1([CH:11]([C:13](=[O:18])[NH:14][CH:15]2[CH2:17][CH2:16]2)[OH:12])[CH2:10][CH2:9]1)(C)(C)C. Product: [NH2:7][C:8]1([CH:11]([OH:12])[C:13]([NH:14][CH:15]2[CH2:16][CH2:17]2)=[O:18])[CH2:10][CH2:9]1. The catalyst class is: 157. (5) Reactant: [F:1][C:2]1[CH:7]=[CH:6][C:5]([N:8]2[CH:12]=[CH:11][CH:10]=[N:9]2)=[CH:4][CH:3]=1.[Li+].CCC[CH2-].[B:18](OC(C)C)([O:23]C(C)C)[O:19]C(C)C.Cl. Product: [F:1][C:2]1[CH:3]=[CH:4][C:5]([N:8]2[C:12]([B:18]([OH:23])[OH:19])=[CH:11][CH:10]=[N:9]2)=[CH:6][CH:7]=1. The catalyst class is: 1. (6) Reactant: [CH3:1][C:2]1[O:6][N:5]=[C:4]([NH2:7])[CH:3]=1.N1C=CC=CC=1.Cl[C:15]([O:17][CH2:18][C:19]([Cl:22])([Cl:21])[Cl:20])=[O:16].O. Product: [CH3:1][C:2]1[O:6][N:5]=[C:4]([NH:7][C:15](=[O:16])[O:17][CH2:18][C:19]([Cl:22])([Cl:21])[Cl:20])[CH:3]=1. The catalyst class is: 7. (7) Reactant: [CH3:1][N:2]1[CH:7]=[CH:6][C:5]([O:8]CC2C=CC=CC=2)=[C:4]([N+:16]([O-])=O)[C:3]1=[O:19].CCO.CN(C=O)C.[ClH:28]. Product: [ClH:28].[NH2:16][C:4]1[C:3](=[O:19])[N:2]([CH3:1])[CH:7]=[CH:6][C:5]=1[OH:8]. The catalyst class is: 19. (8) Reactant: [CH:1]1([CH:4]([C:11]2[CH:16]=[C:15]([O:17][CH2:18][C:19]3[N:24]=[C:23]([O:25][CH2:26][CH:27]([CH3:29])[CH3:28])[C:22]([C:30]4[CH:35]=[C:34]([O:36][CH3:37])[CH:33]=[CH:32][C:31]=4[F:38])=[CH:21][N:20]=3)[N:14]=[CH:13][N:12]=2)[CH2:5][C:6]([O:8]CC)=[O:7])[CH2:3][CH2:2]1.[OH-].[Na+].Cl. Product: [CH:1]1([CH:4]([C:11]2[CH:16]=[C:15]([O:17][CH2:18][C:19]3[N:24]=[C:23]([O:25][CH2:26][CH:27]([CH3:29])[CH3:28])[C:22]([C:30]4[CH:35]=[C:34]([O:36][CH3:37])[CH:33]=[CH:32][C:31]=4[F:38])=[CH:21][N:20]=3)[N:14]=[CH:13][N:12]=2)[CH2:5][C:6]([OH:8])=[O:7])[CH2:2][CH2:3]1. The catalyst class is: 36. (9) Reactant: [O:1]1[CH:6]=[CH:5][CH2:4][CH2:3][CH2:2]1.[Br:7][C:8]1[CH:9]=[C:10]([S:15]([N:18]2[CH2:23][CH2:22][CH:21]([OH:24])[CH2:20][CH2:19]2)(=[O:17])=[O:16])[CH:11]=[CH:12][C:13]=1[F:14].O.CC1C=CC(S(O)(=O)=O)=CC=1.ClCCl. Product: [Br:7][C:8]1[CH:9]=[C:10]([S:15]([N:18]2[CH2:19][CH2:20][CH:21]([O:24][CH:6]3[CH2:5][CH2:4][CH2:3][CH2:2][O:1]3)[CH2:22][CH2:23]2)(=[O:17])=[O:16])[CH:11]=[CH:12][C:13]=1[F:14]. The catalyst class is: 6.